Dataset: Forward reaction prediction with 1.9M reactions from USPTO patents (1976-2016). Task: Predict the product of the given reaction. (1) Given the reactants [CH2:1]([O:5][C:6]1[CH:7]=[C:8]([CH:13]=[CH:14][C:15]=1[N+:16]([O-])=O)[C:9]([O:11][CH3:12])=[O:10])[CH2:2][CH2:3][CH3:4].[NH4+].[Cl-], predict the reaction product. The product is: [CH3:12][O:11][C:9](=[O:10])[C:8]1[CH:13]=[CH:14][C:15]([NH2:16])=[C:6]([O:5][CH2:1][CH2:2][CH2:3][CH3:4])[CH:7]=1. (2) Given the reactants [F:1][C:2]([F:25])([F:24])[C:3]1[CH:8]=[CH:7][C:6]([C@@H:9]2[NH:15][CH2:14][C:13]3[CH:16]=[CH:17][C:18]([C:20]([O:22][CH3:23])=[O:21])=[CH:19][C:12]=3[O:11][CH2:10]2)=[CH:5][CH:4]=1.CCN(CC)CC.Cl[C:34](Cl)([O:36]C(=O)OC(Cl)(Cl)Cl)Cl.[NH:45]1[CH2:50][CH2:49][O:48][CH2:47][CH2:46]1, predict the reaction product. The product is: [N:45]1([C:34]([N:15]2[CH2:14][C:13]3[CH:16]=[CH:17][C:18]([C:20]([O:22][CH3:23])=[O:21])=[CH:19][C:12]=3[O:11][CH2:10][C@@H:9]2[C:6]2[CH:5]=[CH:4][C:3]([C:2]([F:1])([F:24])[F:25])=[CH:8][CH:7]=2)=[O:36])[CH2:50][CH2:49][O:48][CH2:47][CH2:46]1. (3) Given the reactants [OH:1][C:2]1[CH:7]=[CH:6][C:5]([C:8]2[CH:13]=[CH:12][CH:11]=[C:10]([CH2:14][CH:15]3[S:19][C:18](=S)[NH:17][C:16]3=[O:21])[CH:9]=2)=[CH:4][C:3]=1[C:22]1([CH3:28])[CH2:27][CH2:26][CH2:25][CH2:24][CH2:23]1.[NH:29]1[CH2:34][CH2:33][O:32][CH2:31][CH2:30]1, predict the reaction product. The product is: [OH:1][C:2]1[CH:7]=[CH:6][C:5]([C:8]2[CH:13]=[CH:12][CH:11]=[C:10]([CH2:14][CH:15]3[S:19][C:18]([N:29]4[CH2:34][CH2:33][O:32][CH2:31][CH2:30]4)=[N:17][C:16]3=[O:21])[CH:9]=2)=[CH:4][C:3]=1[C:22]1([CH3:28])[CH2:23][CH2:24][CH2:25][CH2:26][CH2:27]1.